This data is from NCI-60 drug combinations with 297,098 pairs across 59 cell lines. The task is: Regression. Given two drug SMILES strings and cell line genomic features, predict the synergy score measuring deviation from expected non-interaction effect. (1) Drug 1: CC1C(C(CC(O1)OC2CC(CC3=C2C(=C4C(=C3O)C(=O)C5=C(C4=O)C(=CC=C5)OC)O)(C(=O)C)O)N)O.Cl. Drug 2: CS(=O)(=O)OCCCCOS(=O)(=O)C. Cell line: COLO 205. Synergy scores: CSS=41.8, Synergy_ZIP=7.12, Synergy_Bliss=9.99, Synergy_Loewe=-6.33, Synergy_HSA=9.33. (2) Drug 1: CN(CC1=CN=C2C(=N1)C(=NC(=N2)N)N)C3=CC=C(C=C3)C(=O)NC(CCC(=O)O)C(=O)O. Drug 2: CC1=C(C(CCC1)(C)C)C=CC(=CC=CC(=CC(=O)O)C)C. Cell line: OVCAR-4. Synergy scores: CSS=15.6, Synergy_ZIP=0.598, Synergy_Bliss=-1.08, Synergy_Loewe=-60.3, Synergy_HSA=-3.71. (3) Drug 1: C1CCN(CC1)CCOC2=CC=C(C=C2)C(=O)C3=C(SC4=C3C=CC(=C4)O)C5=CC=C(C=C5)O. Drug 2: CC1=C(C(=CC=C1)Cl)NC(=O)C2=CN=C(S2)NC3=CC(=NC(=N3)C)N4CCN(CC4)CCO. Cell line: SNB-19. Synergy scores: CSS=8.31, Synergy_ZIP=0.802, Synergy_Bliss=4.85, Synergy_Loewe=-5.96, Synergy_HSA=3.26. (4) Drug 1: CC1CCC2CC(C(=CC=CC=CC(CC(C(=O)C(C(C(=CC(C(=O)CC(OC(=O)C3CCCCN3C(=O)C(=O)C1(O2)O)C(C)CC4CCC(C(C4)OC)O)C)C)O)OC)C)C)C)OC. Drug 2: C1CC(=O)NC(=O)C1N2C(=O)C3=CC=CC=C3C2=O. Cell line: MOLT-4. Synergy scores: CSS=39.2, Synergy_ZIP=3.32, Synergy_Bliss=1.44, Synergy_Loewe=-66.5, Synergy_HSA=-0.945. (5) Drug 1: CC12CCC3C(C1CCC2=O)CC(=C)C4=CC(=O)C=CC34C. Drug 2: COCCOC1=C(C=C2C(=C1)C(=NC=N2)NC3=CC=CC(=C3)C#C)OCCOC.Cl. Cell line: HOP-92. Synergy scores: CSS=25.8, Synergy_ZIP=-1.44, Synergy_Bliss=0.137, Synergy_Loewe=0.103, Synergy_HSA=0.327. (6) Drug 1: CCC1=CC2CC(C3=C(CN(C2)C1)C4=CC=CC=C4N3)(C5=C(C=C6C(=C5)C78CCN9C7C(C=CC9)(C(C(C8N6C)(C(=O)OC)O)OC(=O)C)CC)OC)C(=O)OC.C(C(C(=O)O)O)(C(=O)O)O. Drug 2: CN(CC1=CN=C2C(=N1)C(=NC(=N2)N)N)C3=CC=C(C=C3)C(=O)NC(CCC(=O)O)C(=O)O. Cell line: T-47D. Synergy scores: CSS=24.0, Synergy_ZIP=-6.64, Synergy_Bliss=5.30, Synergy_Loewe=0.0858, Synergy_HSA=-0.0987. (7) Drug 1: C1CN1C2=NC(=NC(=N2)N3CC3)N4CC4. Drug 2: C1=CC(=C2C(=C1NCCNCCO)C(=O)C3=C(C=CC(=C3C2=O)O)O)NCCNCCO. Cell line: OVCAR-8. Synergy scores: CSS=53.0, Synergy_ZIP=-0.258, Synergy_Bliss=0.355, Synergy_Loewe=4.44, Synergy_HSA=6.85. (8) Drug 1: CC1=C2C(C(=O)C3(C(CC4C(C3C(C(C2(C)C)(CC1OC(=O)C(C(C5=CC=CC=C5)NC(=O)OC(C)(C)C)O)O)OC(=O)C6=CC=CC=C6)(CO4)OC(=O)C)OC)C)OC. Drug 2: COC1=NC(=NC2=C1N=CN2C3C(C(C(O3)CO)O)O)N. Cell line: BT-549. Synergy scores: CSS=41.1, Synergy_ZIP=0.0300, Synergy_Bliss=-3.65, Synergy_Loewe=-35.7, Synergy_HSA=-4.88. (9) Drug 1: CCCCC(=O)OCC(=O)C1(CC(C2=C(C1)C(=C3C(=C2O)C(=O)C4=C(C3=O)C=CC=C4OC)O)OC5CC(C(C(O5)C)O)NC(=O)C(F)(F)F)O. Drug 2: CCC1(C2=C(COC1=O)C(=O)N3CC4=CC5=C(C=CC(=C5CN(C)C)O)N=C4C3=C2)O.Cl. Cell line: HOP-92. Synergy scores: CSS=52.1, Synergy_ZIP=-1.90, Synergy_Bliss=0.604, Synergy_Loewe=2.11, Synergy_HSA=3.09.